This data is from Peptide-MHC class II binding affinity with 134,281 pairs from IEDB. The task is: Regression. Given a peptide amino acid sequence and an MHC pseudo amino acid sequence, predict their binding affinity value. This is MHC class II binding data. (1) The peptide sequence is VTMNDVKIEYSGTNN. The MHC is DRB1_0901 with pseudo-sequence DRB1_0901. The binding affinity (normalized) is 0.321. (2) The peptide sequence is SQDLELSWNLNGLQADLSY. The MHC is HLA-DQA10101-DQB10501 with pseudo-sequence HLA-DQA10101-DQB10501. The binding affinity (normalized) is 0.742. (3) The peptide sequence is GTDFTLTISSLQPED. The MHC is DRB1_0701 with pseudo-sequence DRB1_0701. The binding affinity (normalized) is 0.314.